Dataset: Full USPTO retrosynthesis dataset with 1.9M reactions from patents (1976-2016). Task: Predict the reactants needed to synthesize the given product. (1) Given the product [C:1]([C:3]1[CH:4]=[C:5]([CH:27]=[CH:28][CH:29]=1)[O:6][C:7]1[CH:12]=[C:11]([C:13]([NH:38][CH3:37])=[O:14])[CH:10]=[C:9]([O:18][C:19]2[CH:24]=[CH:23][CH:22]=[C:21]([C:25]#[N:26])[CH:20]=2)[N:8]=1)#[N:2], predict the reactants needed to synthesize it. The reactants are: [C:1]([C:3]1[CH:4]=[C:5]([CH:27]=[CH:28][CH:29]=1)[O:6][C:7]1[CH:12]=[C:11]([C:13](OCC)=[O:14])[CH:10]=[C:9]([O:18][C:19]2[CH:24]=[CH:23][CH:22]=[C:21]([C:25]#[N:26])[CH:20]=2)[N:8]=1)#[N:2].[OH-].[Li+].S(Cl)(Cl)=O.Cl.[CH3:37][NH2:38].C(=O)([O-])[O-].[K+].[K+]. (2) Given the product [ClH:1].[ClH:1].[OH:62][CH:59]1[CH2:60][CH2:61][N:56]([CH2:55][CH2:54][N:14]2[CH2:15][CH2:16][CH:17]([NH:20][C:21]([C:23]3[NH:24][C:25]4[C:30]([CH:31]=3)=[C:29]([O:32][CH2:33][C:34]3[C:38]5[C:39]([F:43])=[CH:40][CH:41]=[CH:42][C:37]=5[O:36][CH:35]=3)[CH:28]=[CH:27][CH:26]=4)=[O:22])[CH2:18][CH2:19]2)[CH2:57][CH2:58]1, predict the reactants needed to synthesize it. The reactants are: [ClH:1].Cl.[C@H]1(C[N:14]2[CH2:19][CH2:18][CH:17]([NH:20][C:21]([C:23]3[NH:24][C:25]4[C:30]([CH:31]=3)=[C:29]([O:32][CH2:33][C:34]3[C:38]5[C:39]([F:43])=[CH:40][CH:41]=[CH:42][C:37]=5[O:36][CH:35]=3)[CH:28]=[CH:27][CH:26]=4)=[O:22])[CH2:16][CH2:15]2)[C@@H]2N(CCCC2)CCC1.Cl.Cl.Cl.NC1CCN([CH2:54][CH2:55][N:56]2[CH2:61][CH2:60][CH:59]([OH:62])[CH2:58][CH2:57]2)CC1. (3) Given the product [O:22]=[C:17]1[C:16](=[CH:15][C:14]2[CH:13]=[CH:12][C:11]([N:8]3[CH2:9][CH2:10][C:5](=[O:4])[CH2:6][CH2:7]3)=[CH:24][CH:23]=2)[S:20][C:19](=[S:21])[NH:18]1, predict the reactants needed to synthesize it. The reactants are: O1[C:5]2([CH2:10][CH2:9][N:8]([C:11]3[CH:24]=[CH:23][C:14]([CH:15]=[C:16]4[S:20][C:19](=[S:21])[NH:18][C:17]4=[O:22])=[CH:13][CH:12]=3)[CH2:7][CH2:6]2)[O:4]CC1.Cl.[OH-].[NH4+]. (4) Given the product [CH2:18]([O:3][C@H:4]1[CH2:9][CH2:8][C@H:7]([NH:10][C:11](=[O:17])[O:12][C:13]([CH3:14])([CH3:16])[CH3:15])[CH2:6][CH2:5]1)[CH2:19][CH2:20][CH3:21], predict the reactants needed to synthesize it. The reactants are: [H-].[Na+].[OH:3][C@H:4]1[CH2:9][CH2:8][C@H:7]([NH:10][C:11](=[O:17])[O:12][C:13]([CH3:16])([CH3:15])[CH3:14])[CH2:6][CH2:5]1.[CH2:18](I)[CH2:19][CH2:20][CH3:21].[Cl-].[NH4+]. (5) The reactants are: [C:1]([O:5][C:6](=[O:34])[NH:7][C:8]1[CH:13]=[CH:12][C:11]([O:14][C:15]2[CH:20]=[CH:19][C:18]([C:21](=[O:30])[NH:22][C:23]3[CH:28]=[CH:27][C:26]([Cl:29])=[CH:25][N:24]=3)=[CH:17][C:16]=2[N+:31]([O-])=O)=[CH:10][CH:9]=1)([CH3:4])([CH3:3])[CH3:2].[Cl-].[NH4+]. Given the product [C:1]([O:5][C:6](=[O:34])[NH:7][C:8]1[CH:13]=[CH:12][C:11]([O:14][C:15]2[CH:20]=[CH:19][C:18]([C:21](=[O:30])[NH:22][C:23]3[CH:28]=[CH:27][C:26]([Cl:29])=[CH:25][N:24]=3)=[CH:17][C:16]=2[NH2:31])=[CH:10][CH:9]=1)([CH3:4])([CH3:2])[CH3:3], predict the reactants needed to synthesize it. (6) Given the product [Br:1][C:2]1[CH:19]=[C:18]([CH3:20])[C:17]([C:27]([F:29])([F:22])[F:28])=[CH:16][C:3]=1[CH2:4][N:5]1[C:13](=[O:14])[C:12]2[C:7](=[CH:8][CH:9]=[CH:10][CH:11]=2)[C:6]1=[O:15], predict the reactants needed to synthesize it. The reactants are: [Br:1][C:2]1[CH:19]=[C:18]([CH3:20])[C:17](I)=[CH:16][C:3]=1[CH2:4][N:5]1[C:13](=[O:14])[C:12]2[C:7](=[CH:8][CH:9]=[CH:10][CH:11]=2)[C:6]1=[O:15].[F-:22].[K+].COC(=O)[C:27](Cl)([F:29])[F:28].O. (7) Given the product [CH2:19]([N:22]([CH2:23][CH3:24])[C:8]([C:6]1[N:7]=[C:2]([NH2:1])[C:3]2[N:4]([N:11]=[C:12]([C:14]3[O:15][CH:16]=[CH:17][CH:18]=3)[N:13]=2)[CH:5]=1)=[O:10])[CH3:20], predict the reactants needed to synthesize it. The reactants are: [NH2:1][C:2]1[C:3]2[N:4]([N:11]=[C:12]([C:14]3[O:15][CH:16]=[CH:17][CH:18]=3)[N:13]=2)[CH:5]=[C:6]([C:8]([OH:10])=O)[N:7]=1.[CH:19]([N:22](C(C)C)[CH2:23][CH3:24])(C)[CH3:20].CN(C(ON1N=NC2C=CC=NC1=2)=[N+](C)C)C.F[P-](F)(F)(F)(F)F.C(NCC)C.